Predict which catalyst facilitates the given reaction. From a dataset of Catalyst prediction with 721,799 reactions and 888 catalyst types from USPTO. (1) Reactant: Cl.[Cl:2][C:3]1[CH:30]=[C:29]([Cl:31])[CH:28]=[CH:27][C:4]=1[CH2:5][O:6][C:7]1[CH:26]=[CH:25][C:10]2[C:11]([O:21]COC)=[C:12]([C:14]([NH:16][CH2:17][CH2:18][O:19][CH3:20])=[O:15])[S:13][C:9]=2[CH:8]=1.C([O-])(O)=O.[Na+]. Product: [Cl:2][C:3]1[CH:30]=[C:29]([Cl:31])[CH:28]=[CH:27][C:4]=1[CH2:5][O:6][C:7]1[CH:26]=[CH:25][C:10]2[C:11]([OH:21])=[C:12]([C:14]([NH:16][CH2:17][CH2:18][O:19][CH3:20])=[O:15])[S:13][C:9]=2[CH:8]=1. The catalyst class is: 1. (2) Reactant: C(OC([NH:8][N:9]([C:22]([C:24]1[C:33](=[O:34])[C:32]2[C:27](=[CH:28][C:29]([Cl:35])=[CH:30][CH:31]=2)[NH:26][C:25]=1[C:36](N1CCCC1)=[O:37])=[O:23])[CH2:10][C:11]1[CH:16]=[CH:15][CH:14]=[C:13]([C:17]2[NH:21][N:20]=[N:19][N:18]=2)[CH:12]=1)=O)(C)(C)C.CS(O)(=O)=O.C(OCC)C.O. Product: [Cl:35][C:29]1[CH:30]=[CH:31][C:32]2[C:33](=[O:34])[C:24]3[C:22](=[O:23])[N:9]([CH2:10][C:11]4[CH:16]=[CH:15][CH:14]=[C:13]([C:17]5[NH:18][N:19]=[N:20][N:21]=5)[CH:12]=4)[N:8]=[C:36]([OH:37])[C:25]=3[NH:26][C:27]=2[CH:28]=1. The catalyst class is: 1. (3) Reactant: [C:1]([CH2:4][N:5]1[CH2:16][CH2:15][NH:14][CH2:13][CH2:12][N:11]([CH2:17][C:18]([OH:20])=[O:19])[CH2:10][CH2:9][N:8]([CH2:21][C:22]([OH:24])=[O:23])[CH2:7][CH2:6]1)([OH:3])=[O:2].[OH-].[Na+].CC1(C)[O:32][CH:31]([CH:33]2[O:35][CH2:34]2)[CH2:30][O:29]1. Product: [OH:35][CH:33]([CH:31]([OH:32])[CH2:30][OH:29])[CH2:34][N:14]1[CH2:13][CH2:12][N:11]([CH2:17][C:18]([OH:20])=[O:19])[CH2:10][CH2:9][N:8]([CH2:21][C:22]([OH:24])=[O:23])[CH2:7][CH2:6][N:5]([CH2:4][C:1]([OH:3])=[O:2])[CH2:16][CH2:15]1. The catalyst class is: 127. (4) Reactant: [CH3:1][C:2]1[CH:16]=[CH:15][C:5]([O:6][CH2:7][CH2:8][N:9]2[CH2:14][CH2:13][O:12][CH2:11][CH2:10]2)=[CH:4][C:3]=1[N+:17]([O-])=O. Product: [CH3:1][C:2]1[CH:16]=[CH:15][C:5]([O:6][CH2:7][CH2:8][N:9]2[CH2:14][CH2:13][O:12][CH2:11][CH2:10]2)=[CH:4][C:3]=1[NH2:17]. The catalyst class is: 19. (5) Reactant: [Cl:1][C:2]1[CH:7]=[CH:6][CH:5]=[CH:4][C:3]=1[C:8]1[C:16]2[C:11](=[N:12][C:13]([O:24][C:25]3[CH:30]=[CH:29][C:28]([F:31])=[CH:27][C:26]=3[F:32])=[N:14][C:15]=2[CH2:17][S:18]([N:21]([CH3:23])[CH3:22])(=[O:20])=[O:19])[N:10](COCC[Si](C)(C)C)[N:9]=1.FC(F)(F)C(O)=O.[BH4-].[Na+]. Product: [Cl:1][C:2]1[CH:7]=[CH:6][CH:5]=[CH:4][C:3]=1[C:8]1[C:16]2[C:11](=[N:12][C:13]([O:24][C:25]3[CH:30]=[CH:29][C:28]([F:31])=[CH:27][C:26]=3[F:32])=[N:14][C:15]=2[CH2:17][S:18]([N:21]([CH3:23])[CH3:22])(=[O:20])=[O:19])[NH:10][N:9]=1. The catalyst class is: 22.